This data is from Full USPTO retrosynthesis dataset with 1.9M reactions from patents (1976-2016). The task is: Predict the reactants needed to synthesize the given product. Given the product [N:11]12[CH2:16][CH2:15][CH:14]([CH2:13][CH2:12]1)[C@@H:9]([O:8][C:5]1[N:4]=[CH:3][C:2]([C:22]3[CH:21]=[C:20]4[C:25](=[CH:24][CH:23]=3)[NH:17][CH:18]=[CH:19]4)=[CH:7][N:6]=1)[CH2:10]2, predict the reactants needed to synthesize it. The reactants are: Br[C:2]1[CH:3]=[N:4][C:5]([O:8][C@@H:9]2[CH:14]3[CH2:15][CH2:16][N:11]([CH2:12][CH2:13]3)[CH2:10]2)=[N:6][CH:7]=1.[NH:17]1[C:25]2[C:20](=[CH:21][C:22](B(O)O)=[CH:23][CH:24]=2)[CH:19]=[CH:18]1.N.